Dataset: Reaction yield outcomes from USPTO patents with 853,638 reactions. Task: Predict the reaction yield, written as a fraction of the theoretical maximum amount of product (1.0 means a 100% yield; for example, 0.34 means a 34% yield). (1) The reactants are [NH2:1][C:2]1[N:3]=[C:4](N)[C:5]2[N:11]=[C:10]([Cl:12])[CH:9]=[CH:8][C:6]=2[N:7]=1.[OH-:14].[Na+]. The catalyst is Cl. The product is [NH2:1][C:2]1[NH:3][C:4](=[O:14])[C:5]2[N:11]=[C:10]([Cl:12])[CH:9]=[CH:8][C:6]=2[N:7]=1. The yield is 0.900. (2) The reactants are [Cl:1][C:2]1[C:3]([O:29][C:30]2[CH:35]=[CH:34][N:33]=[C:32](Cl)[CH:31]=2)=[CH:4][C:5]([F:28])=[C:6]([NH:8][C:9]([C:11]2[C:12](=[O:27])[N:13]([C:20]3[CH:25]=[CH:24][C:23]([F:26])=[CH:22][CH:21]=3)[CH:14]=[CH:15][C:16]=2[O:17][CH2:18][CH3:19])=[O:10])[CH:7]=1.[C:37]([NH2:41])(=[O:40])[CH2:38][CH3:39].C([O-])([O-])=O.[Cs+].[Cs+].CC1(C)C2C(=C(P(C3C=CC=CC=3)C3C=CC=CC=3)C=CC=2)OC2C(P(C3C=CC=CC=3)C3C=CC=CC=3)=CC=CC1=2. The catalyst is C1C=CC(/C=C/C(/C=C/C2C=CC=CC=2)=O)=CC=1.C1C=CC(/C=C/C(/C=C/C2C=CC=CC=2)=O)=CC=1.C1C=CC(/C=C/C(/C=C/C2C=CC=CC=2)=O)=CC=1.[Pd].[Pd].O1CCOCC1. The product is [Cl:1][C:2]1[C:3]([O:29][C:30]2[CH:35]=[CH:34][N:33]=[C:32]([NH:41][C:37](=[O:40])[CH2:38][CH3:39])[CH:31]=2)=[CH:4][C:5]([F:28])=[C:6]([NH:8][C:9]([C:11]2[C:12](=[O:27])[N:13]([C:20]3[CH:25]=[CH:24][C:23]([F:26])=[CH:22][CH:21]=3)[CH:14]=[CH:15][C:16]=2[O:17][CH2:18][CH3:19])=[O:10])[CH:7]=1. The yield is 0.160. (3) The reactants are [Br:1][C:2]1[C:3]([OH:11])=[C:4]([C:7]([O:9]C)=[O:8])[S:5][CH:6]=1.C(=O)([O-])[O-].[K+].[K+].Br[CH2:19][C:20]([NH2:22])=[O:21]. The catalyst is CN(C=O)C. The product is [NH2:22][C:20](=[O:21])[CH2:19][O:11][C:3]1[C:2]([Br:1])=[CH:6][S:5][C:4]=1[C:7]([OH:9])=[O:8]. The yield is 0.808. (4) The product is [Br:1][C:2]1[CH:7]=[N:6][CH:5]=[C:4]([CH2:8][Cl:12])[CH:3]=1. The reactants are [Br:1][C:2]1[CH:3]=[C:4]([CH2:8]O)[CH:5]=[N:6][CH:7]=1.S(Cl)([Cl:12])=O.[OH-].[Na+]. The catalyst is C(Cl)Cl. The yield is 0.930. (5) The reactants are [CH2:1]([C:5]1[O:6][C:7]2[CH:22]=[CH:21][CH:20]=[CH:19][C:8]=2[C:9]=1[CH2:10][CH2:11][C:12]1[CH:17]=[CH:16][C:15]([OH:18])=[CH:14][CH:13]=1)[CH2:2][CH2:3][CH3:4].Cl[S:24]([C:27]1[CH:35]=[CH:34][C:30]([C:31]([OH:33])=[O:32])=[C:29]([OH:36])[CH:28]=1)(=[O:26])=[O:25]. No catalyst specified. The product is [CH2:1]([C:5]1[O:6][C:7]2[CH:22]=[CH:21][CH:20]=[CH:19][C:8]=2[C:9]=1[CH2:10][CH2:11][C:12]1[CH:13]=[CH:14][C:15]([O:18][S:24]([C:27]2[CH:35]=[CH:34][C:30]([C:31]([OH:33])=[O:32])=[C:29]([OH:36])[CH:28]=2)(=[O:26])=[O:25])=[CH:16][CH:17]=1)[CH2:2][CH2:3][CH3:4]. The yield is 0.850. (6) The reactants are Br[C:2]1[CH:3]=[CH:4][C:5]([C:8]([F:11])([F:10])[F:9])=[N:6][CH:7]=1.[C:12]([B-](F)(F)F)([CH3:14])=[CH2:13].[K+].C(Cl)Cl.C(N(CC)CC)C. The catalyst is C(O)CC.C1C=CC(P(C2C=CC=CC=2)[C-]2C=CC=C2)=CC=1.C1C=CC(P(C2C=CC=CC=2)[C-]2C=CC=C2)=CC=1.Cl[Pd]Cl.[Fe+2]. The product is [C:12]([C:2]1[CH:3]=[CH:4][C:5]([C:8]([F:11])([F:10])[F:9])=[N:6][CH:7]=1)([CH3:14])=[CH2:13]. The yield is 0.590. (7) The reactants are CS(C)=O.C(Cl)(=O)C(Cl)=O.C(OC(=O)[NH:17][C@H:18]([C:20](=[O:36])[N:21]([CH2:25][CH2:26][CH2:27][O:28][CH2:29][C:30]1[CH:35]=[CH:34][CH:33]=[CH:32][CH:31]=1)[CH2:22][CH2:23]O)[CH3:19])(C)(C)C.C(N(CC)CC)C.C([SiH](CC)CC)C.FC(F)(F)C(O)=O. The catalyst is ClCCl. The product is [CH2:29]([O:28][CH2:27][CH2:26][CH2:25][N:21]1[CH2:22][CH2:23][NH:17][C@@H:18]([CH3:19])[C:20]1=[O:36])[C:30]1[CH:31]=[CH:32][CH:33]=[CH:34][CH:35]=1. The yield is 0.780.